Dataset: Catalyst prediction with 721,799 reactions and 888 catalyst types from USPTO. Task: Predict which catalyst facilitates the given reaction. (1) Reactant: [CH3:1][NH:2][C:3]1[CH:8]=[CH:7][C:6]([N+:9]([O-:11])=[O:10])=[CH:5][CH:4]=1.CCN(CC)CC.[CH:19]1([C:22](Cl)=[O:23])[CH2:21][CH2:20]1. Product: [CH3:1][N:2]([C:3]1[CH:4]=[CH:5][C:6]([N+:9]([O-:11])=[O:10])=[CH:7][CH:8]=1)[C:22]([CH:19]1[CH2:21][CH2:20]1)=[O:23]. The catalyst class is: 91. (2) Reactant: Br[C:2]1[C:3]([CH3:22])=[C:4]([CH3:21])[C:5]2[O:9][C:8]([CH3:11])([CH3:10])[CH:7]([C:12]3[CH:17]=[CH:16][C:15]([CH3:18])=[CH:14][CH:13]=3)[C:6]=2[C:19]=1[CH3:20].[CH2:23]([NH2:30])[C:24]1[CH:29]=[CH:28][CH:27]=[CH:26][CH:25]=1.C(O[Na])(C)(C)C.Cl. Product: [CH2:23]([NH:30][C:2]1[C:3]([CH3:22])=[C:4]([CH3:21])[C:5]2[O:9][C:8]([CH3:11])([CH3:10])[CH:7]([C:12]3[CH:17]=[CH:16][C:15]([CH3:18])=[CH:14][CH:13]=3)[C:6]=2[C:19]=1[CH3:20])[C:24]1[CH:29]=[CH:28][CH:27]=[CH:26][CH:25]=1. The catalyst class is: 706. (3) Reactant: [CH3:1][C:2]1([CH3:9])[O:6][CH:5]([CH2:7][OH:8])[CH2:4][O:3]1.[OH-].[K+].[CH2:12](Br)[CH2:13][CH2:14][CH2:15][CH2:16][CH2:17][CH2:18][CH2:19][CH2:20][CH2:21][CH2:22][CH2:23][CH2:24][CH2:25][CH2:26][CH3:27].[CH:29]1[CH:34]=[CH:33][CH:32]=[CH:31][CH:30]=1. Product: [CH2:12]([O:8][CH2:7][CH:5]([CH2:4][O:3][C:2]([C:9]1[CH:21]=[CH:20][CH:19]=[CH:18][CH:17]=1)([C:29]1[CH:34]=[CH:33][CH:32]=[CH:31][CH:30]=1)[C:1]1[CH:16]=[CH:15][CH:14]=[CH:13][CH:12]=1)[OH:6])[CH2:13][CH2:14][CH2:15][CH2:16][CH2:17][CH2:18][CH2:19][CH2:20][CH2:21][CH2:22][CH2:23][CH2:24][CH2:25][CH2:26][CH3:27].[CH2:2]([O:3][CH2:4][CH:5]([CH2:7][OH:8])[OH:6])[CH2:9][CH2:25][CH2:24][CH2:23][CH2:22][CH2:21][CH2:20][CH2:19][CH2:18][CH2:17][CH2:16][CH2:15][CH2:14][CH2:13][CH3:12]. The catalyst class is: 28. (4) Reactant: [C:1]([C:5]1[CH:6]=[C:7]([NH:11][C:12]([CH:14]2[CH2:23][CH2:22][C:21]3[C:16](=[CH:17][C:18]([O:24][C:25]4[CH:30]=[CH:29][N:28]=[C:27]([C:31]5[NH:35][N:34]=[N:33][N:32]=5)[CH:26]=4)=[CH:19][CH:20]=3)[CH2:15]2)=[O:13])[CH:8]=[CH:9][CH:10]=1)([CH3:4])([CH3:3])[CH3:2].[C:36](=O)([O-])[O-].[K+].[K+].CI. Product: [C:1]([C:5]1[CH:6]=[C:7]([NH:11][C:12]([CH:14]2[CH2:23][CH2:22][C:21]3[C:16](=[CH:17][C:18]([O:24][C:25]4[CH:30]=[CH:29][N:28]=[C:27]([C:31]5[N:35]([CH3:36])[N:34]=[N:33][N:32]=5)[CH:26]=4)=[CH:19][CH:20]=3)[CH2:15]2)=[O:13])[CH:8]=[CH:9][CH:10]=1)([CH3:4])([CH3:2])[CH3:3]. The catalyst class is: 95. (5) Reactant: [O:1]1[CH2:6][CH2:5][N:4]([C:7]([C:9]2[N:10]=[C:11]([N:14]3[CH2:17][CH:16]([OH:18])[CH2:15]3)[S:12][CH:13]=2)=[O:8])[CH2:3][CH2:2]1.[CH3:19][S:20](Cl)(=[O:22])=[O:21].C(N(CC)CC)C. Product: [O:1]1[CH2:2][CH2:3][N:4]([C:7]([C:9]2[N:10]=[C:11]([N:14]3[CH2:17][CH:16]([O:18][S:20]([CH3:19])(=[O:22])=[O:21])[CH2:15]3)[S:12][CH:13]=2)=[O:8])[CH2:5][CH2:6]1. The catalyst class is: 2. (6) Reactant: I[C:2]1[CH:3]=[CH:4][CH:5]=[C:6]2[C:11]=1[N:10]=[C:9]([C@@H:12]([NH:15][C:16](=[O:22])[O:17][C:18]([CH3:21])([CH3:20])[CH3:19])[CH2:13][CH3:14])[N:8]([C:23]1[CH:27]=[CH:26][NH:25][N:24]=1)[C:7]2=[O:28].[CH3:29][N:30]1C(=O)CCC1. The catalyst class is: 267. Product: [C:29]([C:2]1[CH:3]=[CH:4][CH:5]=[C:6]2[C:11]=1[N:10]=[C:9]([C@@H:12]([NH:15][C:16](=[O:22])[O:17][C:18]([CH3:19])([CH3:21])[CH3:20])[CH2:13][CH3:14])[N:8]([C:23]1[CH:27]=[CH:26][NH:25][N:24]=1)[C:7]2=[O:28])#[N:30]. (7) Reactant: C(N(CC)CC)C.[CH3:8][O:9][C:10]1[N:19]=[C:18]2[C:13]([CH:14]=[C:15]([C:21]([OH:23])=O)[C:16](=[O:20])[NH:17]2)=[CH:12][CH:11]=1.CN(C(ON1N=NC2C=CC=NC1=2)=[N+](C)C)C.F[P-](F)(F)(F)(F)F.[NH2:48][C:49]1[CH:50]=[C:51]([CH:56]=[CH:57][C:58]=1[CH3:59])[C:52]([O:54][CH3:55])=[O:53]. Product: [CH3:8][O:9][C:10]1[N:19]=[C:18]2[C:13]([CH:14]=[C:15]([C:21]([NH:48][C:49]3[CH:50]=[C:51]([CH:56]=[CH:57][C:58]=3[CH3:59])[C:52]([O:54][CH3:55])=[O:53])=[O:23])[C:16](=[O:20])[NH:17]2)=[CH:12][CH:11]=1. The catalyst class is: 3.